The task is: Predict the product of the given reaction.. This data is from Forward reaction prediction with 1.9M reactions from USPTO patents (1976-2016). (1) Given the reactants [CH2:1]([O:3][C:4]1[CH:9]=[CH:8][C:7]([F:10])=[CH:6][C:5]=1[C:11]1[C:12]2[NH:19][C:18]([CH3:20])=[C:17]([C:21]([NH:23][CH:24]3[CH2:29][CH2:28][NH:27][CH2:26][CH2:25]3)=[O:22])[C:13]=2[N:14]=[CH:15][N:16]=1)[CH3:2].[C:30](Cl)(=[O:32])[CH3:31], predict the reaction product. The product is: [C:30]([N:27]1[CH2:26][CH2:25][CH:24]([NH:23][C:21]([C:17]2[C:13]3[N:14]=[CH:15][N:16]=[C:11]([C:5]4[CH:6]=[C:7]([F:10])[CH:8]=[CH:9][C:4]=4[O:3][CH2:1][CH3:2])[C:12]=3[NH:19][C:18]=2[CH3:20])=[O:22])[CH2:29][CH2:28]1)(=[O:32])[CH3:31]. (2) The product is: [CH2:1]([C@@H:8]([C:9]([N:40]([C:37]1[S:38][CH:39]=[C:35]([C:30]2[CH:31]=[CH:32][CH:33]=[CH:34][C:29]=2[C:23]2[CH:24]=[N:25][C:26]([O:27][CH3:28])=[C:21]([Cl:20])[CH:22]=2)[N:36]=1)[CH3:41])=[O:11])[CH2:12][C:13]([OH:15])=[O:14])[C:2]1[CH:3]=[CH:4][CH:5]=[CH:6][CH:7]=1. Given the reactants [CH2:1]([C@H:8]([CH2:12][C:13]([O:15]C(C)(C)C)=[O:14])[C:9]([OH:11])=O)[C:2]1[CH:7]=[CH:6][CH:5]=[CH:4][CH:3]=1.[Cl:20][C:21]1[CH:22]=[C:23]([C:29]2[CH:34]=[CH:33][CH:32]=[CH:31][C:30]=2[C:35]2[N:36]=[C:37]([NH:40][CH3:41])[S:38][CH:39]=2)[CH:24]=[N:25][C:26]=1[O:27][CH3:28].BrC1C=C(Cl)C(OC)=NC=1, predict the reaction product. (3) Given the reactants [F:1][C:2]1[CH:7]=[C:6]([CH:8]([OH:32])[CH:9]([NH:24]C(=O)OC(C)(C)C)[CH2:10][C:11]2[CH:16]=[CH:15][CH:14]=[C:13]([O:17][C:18]([F:23])([F:22])[CH:19]([F:21])[F:20])[CH:12]=2)[CH:5]=[CH:4][N:3]=1, predict the reaction product. The product is: [NH2:24][CH:9]([CH2:10][C:11]1[CH:16]=[CH:15][CH:14]=[C:13]([O:17][C:18]([F:22])([F:23])[CH:19]([F:20])[F:21])[CH:12]=1)[CH:8]([C:6]1[CH:5]=[CH:4][N:3]=[C:2]([F:1])[CH:7]=1)[OH:32]. (4) Given the reactants [Cl:1][C:2]1[CH:3]=[C:4]([CH:17]=[CH:18][C:19]=1[Cl:20])[CH2:5][NH:6][C:7]([NH:9][C:10]1[S:11][CH:12]=[C:13]([CH2:15]Cl)[N:14]=1)=[O:8].[I-:21].[Na+], predict the reaction product. The product is: [Cl:1][C:2]1[CH:3]=[C:4]([CH:17]=[CH:18][C:19]=1[Cl:20])[CH2:5][NH:6][C:7]([NH:9][C:10]1[S:11][CH:12]=[C:13]([CH2:15][I:21])[N:14]=1)=[O:8]. (5) Given the reactants Cl[C:2]1[N:10]=[CH:9][N:8]=[C:7]2[C:3]=1[N:4]=[CH:5][N:6]2[C:11]1[CH:12]=[C:13]([CH:20]=[CH:21][C:22]=1[CH3:23])[C:14]([NH:16][CH:17]1[CH2:19][CH2:18]1)=[O:15].C([Sn](CCCC)(CCCC)[C:29]1[CH:34]=[CH:33][CH:32]=[CH:31][N:30]=1)CCC, predict the reaction product. The product is: [CH:17]1([NH:16][C:14](=[O:15])[C:13]2[CH:20]=[CH:21][C:22]([CH3:23])=[C:11]([N:6]3[CH:5]=[N:4][C:3]4[C:7]3=[N:8][CH:9]=[N:10][C:2]=4[C:29]3[CH:34]=[CH:33][CH:32]=[CH:31][N:30]=3)[CH:12]=2)[CH2:19][CH2:18]1. (6) Given the reactants [OH-:1].[Na+].[CH2:3]([O:10][C:11]1[CH:18]=[C:17]([C:19]([F:22])([F:21])[F:20])[CH:16]=[C:15]([O:23][CH3:24])[C:12]=1[C:13]#[N:14])[C:4]1[CH:9]=[CH:8][CH:7]=[CH:6][CH:5]=1, predict the reaction product. The product is: [CH2:3]([O:10][C:11]1[CH:18]=[C:17]([C:19]([F:20])([F:21])[F:22])[CH:16]=[C:15]([O:23][CH3:24])[C:12]=1[C:13]([NH2:14])=[O:1])[C:4]1[CH:5]=[CH:6][CH:7]=[CH:8][CH:9]=1. (7) Given the reactants [CH3:1][C@@H:2]1[CH2:8][N:7]([C:9]2[CH:14]=[CH:13][CH:12]=[CH:11][CH:10]=2)[CH2:6][C:5]2[CH:15]=[CH:16][C:17]([C:19]([O:21]C)=O)=[CH:18][C:4]=2[O:3]1.[OH-:23].[Na+].[NH2:25]O, predict the reaction product. The product is: [OH:23][NH:25][C:19]([C:17]1[CH:16]=[CH:15][C:5]2[CH2:6][N:7]([C:9]3[CH:14]=[CH:13][CH:12]=[CH:11][CH:10]=3)[CH2:8][C@@H:2]([CH3:1])[O:3][C:4]=2[CH:18]=1)=[O:21]. (8) Given the reactants Br[CH2:2][CH2:3][N:4]([S:13]([C:16]1[CH:21]=[CH:20][CH:19]=[CH:18][C:17]=1[N+:22]([O-:24])=[O:23])(=[O:15])=[O:14])[CH2:5][CH:6]([OH:12])[CH2:7][C:8]([O:10][CH3:11])=[O:9].[H-].[Na+], predict the reaction product. The product is: [N+:22]([C:17]1[CH:18]=[CH:19][CH:20]=[CH:21][C:16]=1[S:13]([N:4]1[CH2:3][CH2:2][O:12][CH:6]([CH2:7][C:8]([O:10][CH3:11])=[O:9])[CH2:5]1)(=[O:15])=[O:14])([O-:24])=[O:23]. (9) Given the reactants [CH3:1][C@H:2]1[NH:7][C@@H:6]([CH3:8])[CH2:5][N:4]([C:9]2[CH:10]=[CH:11][C:12]([O:16][CH3:17])=[C:13]([CH:15]=2)[NH2:14])[CH2:3]1.CN1CCOCC1.[Br:25][C:26]1[CH:31]=[CH:30][C:29]([S:32](Cl)(=[O:34])=[O:33])=[C:28]([F:36])[CH:27]=1, predict the reaction product. The product is: [Br:25][C:26]1[CH:31]=[CH:30][C:29]([S:32]([NH:14][C:13]2[CH:15]=[C:9]([N:4]3[CH2:3][C@H:2]([CH3:1])[NH:7][C@H:6]([CH3:8])[CH2:5]3)[CH:10]=[CH:11][C:12]=2[O:16][CH3:17])(=[O:33])=[O:34])=[C:28]([F:36])[CH:27]=1. (10) Given the reactants [NH2:1][C@@H:2]([CH3:19])[CH2:3][N:4]1[CH:8]=[CH:7][C:6]([C:9]2[CH:16]=[CH:15][C:12]([C:13]#[N:14])=[C:11]([Cl:17])[C:10]=2[F:18])=[N:5]1.[N:20]1[C:21]([C:29](O)=[O:30])=[CH:22][N:23]2[CH:28]=[CH:27][N:26]=[CH:25][C:24]=12.C1C=CC2N(O)N=NC=2C=1.CCN(C(C)C)C(C)C.CCN=C=NCCCN(C)C, predict the reaction product. The product is: [Cl:17][C:11]1[C:10]([F:18])=[C:9]([C:6]2[CH:7]=[CH:8][N:4]([CH2:3][C@@H:2]([NH:1][C:29]([C:21]3[N:20]=[C:24]4[CH:25]=[N:26][CH:27]=[CH:28][N:23]4[CH:22]=3)=[O:30])[CH3:19])[N:5]=2)[CH:16]=[CH:15][C:12]=1[C:13]#[N:14].